Dataset: Forward reaction prediction with 1.9M reactions from USPTO patents (1976-2016). Task: Predict the product of the given reaction. (1) Given the reactants COC(=O)[NH:4][C:5]1[CH:10]=[CH:9][C:8]([F:11])=[C:7]([C:12]([C:14]2[C:22]3[C:17](=[N:18][CH:19]=[CH:20][C:21]=3[C:23]#[N:24])[NH:16][CH:15]=2)=[O:13])[C:6]=1[F:25].I[Si](C)(C)C, predict the reaction product. The product is: [NH2:4][C:5]1[C:6]([F:25])=[C:7]([C:8]([F:11])=[CH:9][CH:10]=1)[C:12]([C:14]1[C:22]2[C:21]([C:23]#[N:24])=[CH:20][CH:19]=[N:18][C:17]=2[NH:16][CH:15]=1)=[O:13]. (2) Given the reactants [CH3:1][C:2]([CH3:8])([CH3:7])[CH:3]([OH:6])[C:4]#[CH:5].Br[C:10]1[CH:15]=[CH:14][C:13]([C:16]([C:21]2[CH:22]=[CH:23][C:24]([O:28][CH2:29][C:30]3[CH:35]=[CH:34][CH:33]=[CH:32][CH:31]=3)=[C:25]([CH3:27])[CH:26]=2)([CH2:19][CH3:20])[CH2:17][CH3:18])=[CH:12][CH:11]=1, predict the reaction product. The product is: [CH2:29]([O:28][C:24]1[CH:23]=[CH:22][C:21]([C:16]([C:13]2[CH:12]=[CH:11][C:10]([C:5]#[C:4][CH:3]([OH:6])[C:2]([CH3:8])([CH3:7])[CH3:1])=[CH:15][CH:14]=2)([CH2:19][CH3:20])[CH2:17][CH3:18])=[CH:26][C:25]=1[CH3:27])[C:30]1[CH:31]=[CH:32][CH:33]=[CH:34][CH:35]=1. (3) Given the reactants F[C:2]1[N:7]2[CH:8]=[C:9]([CH2:11][N:12]([CH2:23][C:24]([F:27])([F:26])[F:25])[CH:13]3[C:22]4[N:21]=[CH:20][CH:19]=[CH:18][C:17]=4[CH2:16][CH2:15][CH2:14]3)[N:10]=[C:6]2[CH:5]=[CH:4][CH:3]=1.[CH3:28][N:29]1[CH2:34][CH2:33][NH:32][CH2:31][CH2:30]1, predict the reaction product. The product is: [CH3:28][N:29]1[CH2:34][CH2:33][N:32]([C:2]2[N:7]3[CH:8]=[C:9]([CH2:11][N:12]([CH2:23][C:24]([F:27])([F:25])[F:26])[CH:13]4[C:22]5[N:21]=[CH:20][CH:19]=[CH:18][C:17]=5[CH2:16][CH2:15][CH2:14]4)[N:10]=[C:6]3[CH:5]=[CH:4][CH:3]=2)[CH2:31][CH2:30]1. (4) Given the reactants [CH3:1][CH:2]1[CH:6]2[C:7]([NH:9][CH:10]=[C:11]([CH3:12])[CH:5]2[CH2:4][CH2:3]1)=[O:8].I[CH2:14][CH2:15][CH2:16][CH2:17][CH2:18][CH3:19], predict the reaction product. The product is: [CH2:14]([N:9]1[CH:10]=[C:11]([CH3:12])[C@H:5]2[CH2:4][CH2:3][C@H:2]([CH3:1])[C@H:6]2[C:7]1=[O:8])[CH2:15][CH2:16][CH2:17][CH2:18][CH3:19]. (5) Given the reactants Br[C:2]1[CH:7]=[CH:6][C:5]([Br:8])=[CH:4][N:3]=1.[F:9][C:10]1[CH:16]=[CH:15][C:13]([NH2:14])=[CH:12][CH:11]=1.[Na].C([O-])(C)(C)C, predict the reaction product. The product is: [Br:8][C:5]1[CH:6]=[CH:7][C:2]([NH:14][C:13]2[CH:15]=[CH:16][C:10]([F:9])=[CH:11][CH:12]=2)=[N:3][CH:4]=1. (6) Given the reactants [C:1]1([CH3:11])[CH:6]=CC(S(Cl)(=O)=O)=C[CH:2]=1.Cl.[CH3:13][C:14]1[CH:15]=[CH:16][C:17]([S:20]([OH:23])(=[O:22])=[O:21])=[CH:18][CH:19]=1.[OH2:24].[C:25]([O-:28])(O)=[O:26].[Na+].[N:30]1[CH:35]=[CH:34][CH:33]=[CH:32][CH:31]=1, predict the reaction product. The product is: [OH:24][CH2:31][C@@H:32]1[CH2:33][C@@H:34]([O:21][S:20]([C:17]2[CH:16]=[CH:15][C:14]([CH3:13])=[CH:19][CH:18]=2)(=[O:23])=[O:22])[CH2:35][N:30]1[C:25]([O:28][C:1]([CH3:11])([CH3:6])[CH3:2])=[O:26]. (7) Given the reactants [C:1]([O:5][C:6](=[O:15])[NH:7][C@H:8]([CH:13]=[O:14])[CH2:9][CH2:10][CH2:11][CH3:12])([CH3:4])([CH3:3])[CH3:2].CC(C)(O)[C:18]#[N:19].C(N(CC)CC)C, predict the reaction product. The product is: [C:1]([O:5][C:6](=[O:15])[NH:7][C@H:8]([CH:13]([C:18]#[N:19])[OH:14])[CH2:9][CH2:10][CH2:11][CH3:12])([CH3:2])([CH3:3])[CH3:4].